This data is from NCI-60 drug combinations with 297,098 pairs across 59 cell lines. The task is: Regression. Given two drug SMILES strings and cell line genomic features, predict the synergy score measuring deviation from expected non-interaction effect. Drug 1: C1=NC2=C(N1)C(=S)N=C(N2)N. Drug 2: C1=NNC2=C1C(=O)NC=N2. Cell line: A549. Synergy scores: CSS=16.3, Synergy_ZIP=-1.54, Synergy_Bliss=-0.790, Synergy_Loewe=-48.6, Synergy_HSA=-0.737.